Dataset: Full USPTO retrosynthesis dataset with 1.9M reactions from patents (1976-2016). Task: Predict the reactants needed to synthesize the given product. Given the product [C:1]([O:5][C:6]([NH:7][CH2:8][C:9]([CH3:13])([CH3:12])[CH2:10][O:11][S:28]([C:25]1[CH:26]=[CH:27][C:22]([CH3:21])=[CH:23][CH:24]=1)(=[O:30])=[O:29])=[O:14])([CH3:4])([CH3:2])[CH3:3], predict the reactants needed to synthesize it. The reactants are: [C:1]([O:5][C:6](=[O:14])[NH:7][CH2:8][C:9]([CH3:13])([CH3:12])[CH2:10][OH:11])([CH3:4])([CH3:3])[CH3:2].N1C=CC=CC=1.[CH3:21][C:22]1[CH:27]=[CH:26][C:25]([S:28](Cl)(=[O:30])=[O:29])=[CH:24][CH:23]=1.